Dataset: Catalyst prediction with 721,799 reactions and 888 catalyst types from USPTO. Task: Predict which catalyst facilitates the given reaction. (1) Reactant: [Cl:1][C:2]1[CH:3]=[CH:4][C:5]([NH2:8])=[N:6][CH:7]=1.[Cl:9][C:10]1[CH:11]=[C:12]([CH:15]=[CH:16][CH:17]=1)[CH:13]=O.O.C1(C)C=CC(S(O)(=O)=O)=CC=1.[N+:30]([CH:32]1[CH2:34][CH2:33]1)#[C-:31]. Product: [Cl:1][C:2]1[CH:3]=[CH:4][C:5]2[N:6]([C:31]([NH:30][CH:32]3[CH2:34][CH2:33]3)=[C:13]([C:12]3[CH:15]=[CH:16][CH:17]=[C:10]([Cl:9])[CH:11]=3)[N:8]=2)[CH:7]=1. The catalyst class is: 5. (2) Reactant: [Cl:1][C:2]1[CH:6]=[N:5][N:4]([CH3:7])[C:3]=1[C:8]1[CH:9]=[C:10]([NH2:23])[CH:11]=[CH:12][C:13]=1[O:14][CH2:15][CH2:16][N:17]1[CH2:22][CH2:21][O:20][CH2:19][CH2:18]1.[Cl:24][C:25]1[CH:26]=[C:27]([N:31]=[C:32]=[O:33])[CH:28]=[CH:29][CH:30]=1. Product: [Cl:1][C:2]1[CH:6]=[N:5][N:4]([CH3:7])[C:3]=1[C:8]1[CH:9]=[C:10]([NH:23][C:32]([NH:31][C:27]2[CH:28]=[CH:29][CH:30]=[C:25]([Cl:24])[CH:26]=2)=[O:33])[CH:11]=[CH:12][C:13]=1[O:14][CH2:15][CH2:16][N:17]1[CH2:18][CH2:19][O:20][CH2:21][CH2:22]1. The catalyst class is: 2.